From a dataset of Full USPTO retrosynthesis dataset with 1.9M reactions from patents (1976-2016). Predict the reactants needed to synthesize the given product. Given the product [CH3:1][O:2][C:3](=[O:17])[C:4]1[CH:5]=[CH:6][C:7]([C:10]([C:12]([OH:14])=[O:13])([F:16])[CH3:11])=[CH:8][CH:9]=1, predict the reactants needed to synthesize it. The reactants are: [CH3:1][O:2][C:3](=[O:17])[C:4]1[CH:9]=[CH:8][C:7]([C:10]([F:16])([C:12]([O:14]C)=[O:13])[CH3:11])=[CH:6][CH:5]=1.[OH-].[Li+].